Predict the reaction yield, written as a fraction of the theoretical maximum amount of product (1.0 means a 100% yield; for example, 0.34 means a 34% yield). From a dataset of Reaction yield outcomes from USPTO patents with 853,638 reactions. (1) The reactants are [CH:1]([C:3]1[CH:4]=[C:5]([CH:10]=[CH:11][C:12]=1[OH:13])[C:6]([O:8][CH3:9])=[O:7])=[O:2].Br[CH2:15][CH3:16].C([O-])([O-])=O.[K+].[K+]. The catalyst is CN(C=O)C.C(Cl)Cl.CCOCC. The product is [CH2:15]([O:13][C:12]1[CH:11]=[CH:10][C:5]([C:6]([O:8][CH3:9])=[O:7])=[CH:4][C:3]=1[CH:1]=[O:2])[CH3:16]. The yield is 1.00. (2) The reactants are [Cl:1][C:2]1[C:10]([C:11]2[C:12]([CH3:18])=[N:13][N:14]([CH3:17])[C:15]=2[CH3:16])=[C:9]2[C:5]([C:6]([CH2:26][CH2:27][CH2:28][O:29][C:30]3[CH:35]=[C:34]([CH3:36])[C:33]([Cl:37])=[C:32]([CH3:38])[CH:31]=3)=[C:7]([CH3:25])[N:8]2[CH2:19][C:20]([O:22]CC)=[O:21])=[CH:4][CH:3]=1.[OH-].[Na+]. The catalyst is O1CCOCC1. The product is [Cl:1][C:2]1[C:10]([C:11]2[C:12]([CH3:18])=[N:13][N:14]([CH3:17])[C:15]=2[CH3:16])=[C:9]2[C:5]([C:6]([CH2:26][CH2:27][CH2:28][O:29][C:30]3[CH:35]=[C:34]([CH3:36])[C:33]([Cl:37])=[C:32]([CH3:38])[CH:31]=3)=[C:7]([CH3:25])[N:8]2[CH2:19][C:20]([OH:22])=[O:21])=[CH:4][CH:3]=1. The yield is 0.700. (3) No catalyst specified. The reactants are [CH3:1][O:2][C:3]1[CH:11]=[C:10]([O:12][CH3:13])[CH:9]=[CH:8][C:4]=1[C:5](O)=O.O=P(Cl)(Cl)Cl.[NH2:19][C:20]1[C:25]([NH2:26])=[CH:24][CH:23]=[CH:22][N:21]=1. The product is [CH3:1][O:2][C:3]1[CH:11]=[C:10]([O:12][CH3:13])[CH:9]=[CH:8][C:4]=1[C:5]1[NH:19][C:20]2=[N:21][CH:22]=[CH:23][CH:24]=[C:25]2[N:26]=1. The yield is 0.880. (4) The reactants are C([O:8][C:9]1[CH:17]=[C:16]([O:18]CC2C=CC=CC=2)[C:15]([CH:26]([CH3:28])[CH3:27])=[CH:14][C:10]=1[C:11](O)=O)C1C=CC=CC=1.C(Cl)(=O)C(Cl)=O.C[N:36]([CH:38]=[O:39])C.[CH3:40][O:41][C:42]1[CH:47]=[CH:46][C:45]([NH2:48])=[CH:44][C:43]=1[N:49]([CH3:53])[CH2:50][CH2:51][CH3:52].C([N:56](CC)CC)C. The catalyst is ClCCl.C1COCC1.O.C(OCC)(=O)C. The product is [OH:39][C:38]1[N:48]([C:45]2[CH:46]=[CH:47][C:42]([O:41][CH3:40])=[C:43]([N:49]([CH3:53])[CH2:50][CH2:51][CH3:52])[CH:44]=2)[C:11]([C:10]2[CH:14]=[C:15]([CH:26]([CH3:27])[CH3:28])[C:16]([OH:18])=[CH:17][C:9]=2[OH:8])=[N:56][N:36]=1. The yield is 0.930. (5) The reactants are FC(F)(F)[C:3]([C:5]1[C:13]2[C:8](=[C:9]([CH3:14])[CH:10]=[CH:11][CH:12]=2)[N:7]([CH2:15][CH2:16][N:17]2[CH2:22][CH2:21][O:20][CH2:19][CH2:18]2)[CH:6]=1)=[O:4].[OH-:25].[Na+].Cl. The catalyst is O. The product is [CH3:14][C:9]1[CH:10]=[CH:11][CH:12]=[C:13]2[C:8]=1[N:7]([CH2:15][CH2:16][N:17]1[CH2:18][CH2:19][O:20][CH2:21][CH2:22]1)[CH:6]=[C:5]2[C:3]([OH:25])=[O:4]. The yield is 0.960. (6) The reactants are [C:1]([O-:4])([O-])=O.[K+].[K+].Cl[C:8]1[C:13](=[O:14])[N:12]([CH3:15])[CH:11]=[C:10]2[CH2:16][N:17]([CH2:20][CH2:21][C:22]3[CH:31]=[CH:30][C:29]4[C:24](=[CH:25][CH:26]=[CH:27][CH:28]=4)[N:23]=3)C(=O)[C:9]=12.[N:32]1[CH:37]=[CH:36][CH:35]=[C:34](B(O)O)[CH:33]=1.O. The catalyst is CN(C=O)C.Cl[Pd](Cl)([P](C1C=CC=CC=1)(C1C=CC=CC=1)C1C=CC=CC=1)[P](C1C=CC=CC=1)(C1C=CC=CC=1)C1C=CC=CC=1. The product is [CH3:15][N:12]1[C:13](=[O:14])[C:8]([C:34]2[CH:33]=[N:32][CH:37]=[CH:36][CH:35]=2)=[C:9]2[C:1](=[O:4])[N:17]([CH2:20][CH2:21][C:22]3[CH:31]=[CH:30][C:29]4[C:24](=[CH:25][CH:26]=[CH:27][CH:28]=4)[N:23]=3)[CH2:16][C:10]2=[CH:11]1. The yield is 0.890. (7) The reactants are C1C2C(=CC=CC=2)[C@H](N)[C@@H]1O.[NH2:12][C:13]1[CH:14]=[CH:15][CH:16]=[C:17]2[C:22]=1[CH2:21][C:20](=[O:23])[CH2:19][CH2:18]2.[OH-].[K+]. The catalyst is C(O)(C)C.C1C=CC=CC=1.Cl[Ru]Cl. The product is [NH2:12][C:13]1[CH:14]=[CH:15][CH:16]=[C:17]2[C:22]=1[CH2:21][C@H:20]([OH:23])[CH2:19][CH2:18]2. The yield is 0.560. (8) The reactants are [C:1]([O:5][C:6]([NH:8][C@@H:9]([C:13]([CH3:16])([CH3:15])[CH3:14])[C:10]([OH:12])=O)=[O:7])([CH3:4])([CH3:3])[CH3:2].[F:17][C:18]1[C:23]([F:24])=[CH:22][CH:21]=[CH:20][C:19]=1[C@H:25]([N:27]([CH2:40][C:41]1[CH:50]=[CH:49][C:44]([C:45]([O:47][CH3:48])=[O:46])=[CH:43][CH:42]=1)[C:28]([C@@H:30]1[CH2:39][C:38]2[C:33](=[CH:34][CH:35]=[CH:36][CH:37]=2)[CH2:32][NH:31]1)=[O:29])[CH3:26].C(Cl)CCl.N1C2C(=NC=CC=2)N(O)N=1.CN1CCOCC1. The catalyst is CN(C=O)C.[Cl-].[Na+].O. The product is [C:1]([O:5][C:6]([NH:8][C@@H:9]([C:13]([CH3:16])([CH3:15])[CH3:14])[C:10]([N:31]1[C@H:30]([C:28]([N:27]([CH2:40][C:41]2[CH:42]=[CH:43][C:44]([C:45]([O:47][CH3:48])=[O:46])=[CH:49][CH:50]=2)[C@@H:25]([C:19]2[CH:20]=[CH:21][CH:22]=[C:23]([F:24])[C:18]=2[F:17])[CH3:26])=[O:29])[CH2:39][C:38]2[C:33](=[CH:34][CH:35]=[CH:36][CH:37]=2)[CH2:32]1)=[O:12])=[O:7])([CH3:2])([CH3:3])[CH3:4]. The yield is 0.790. (9) The yield is 0.800. The reactants are [CH:1]1([N:7]2[C:12]3[N:13]=[C:14]([NH:18][CH2:19][CH3:20])[N:15]=[C:16]([CH3:17])[C:11]=3[CH:10]=[CH:9][C:8]2=[O:21])[CH2:6][CH2:5][CH2:4][CH2:3][CH2:2]1.[Br:22]Br. The product is [Br:22][C:9]1[C:8](=[O:21])[N:7]([CH:1]2[CH2:2][CH2:3][CH2:4][CH2:5][CH2:6]2)[C:12]2[N:13]=[C:14]([NH:18][CH2:19][CH3:20])[N:15]=[C:16]([CH3:17])[C:11]=2[CH:10]=1. The catalyst is CC(O)=O.C(Cl)Cl. (10) The reactants are [NH2:1][C:2]1[C:11]2[C:6](=[CH:7][CH:8]=[CH:9][CH:10]=2)[NH:5][C:4](=[O:12])[C:3]=1[C:13]([O:15]CC1C=CC=CC=1)=[O:14]. The catalyst is CN(C=O)C.[Pd]. The product is [NH2:1][C:2]1[C:11]2[C:6](=[CH:7][CH:8]=[CH:9][CH:10]=2)[NH:5][C:4](=[O:12])[C:3]=1[C:13]([OH:15])=[O:14]. The yield is 0.120.